From a dataset of Full USPTO retrosynthesis dataset with 1.9M reactions from patents (1976-2016). Predict the reactants needed to synthesize the given product. (1) Given the product [CH3:15][C:14]1[O:13][C:12]([C:16]2[CH:21]=[CH:20][CH:19]=[CH:18][CH:17]=2)=[N:11][C:10]=1[CH2:9][CH2:8][C:5]1[S:6][CH:7]=[C:3]([CH2:2][O:22][C:23]2[CH:28]=[CH:27][CH:26]=[CH:25][C:24]=2[CH2:29][C:30]([O:32][CH3:33])=[O:31])[N:4]=1, predict the reactants needed to synthesize it. The reactants are: Cl[CH2:2][C:3]1[N:4]=[C:5]([CH2:8][CH2:9][C:10]2[N:11]=[C:12]([C:16]3[CH:21]=[CH:20][CH:19]=[CH:18][CH:17]=3)[O:13][C:14]=2[CH3:15])[S:6][CH:7]=1.[OH:22][C:23]1[CH:28]=[CH:27][CH:26]=[CH:25][C:24]=1[CH2:29][C:30]([O:32][CH3:33])=[O:31].CN(C)C=O.[H-].[Na+]. (2) Given the product [CH3:34][O:35][CH2:36][C:37]([NH:23][C:20]1[CH:19]=[CH:18][C:17]([C:8]2[N:9]=[C:10]([N:11]3[CH2:16][CH2:15][O:14][CH2:13][CH2:12]3)[C:5]3[S:4][C:3]([C:24]4[CH:29]=[CH:28][CH:27]=[C:26]([S:30]([CH3:33])(=[O:32])=[O:31])[CH:25]=4)=[C:2]([CH3:1])[C:6]=3[N:7]=2)=[CH:22][N:21]=1)=[O:38], predict the reactants needed to synthesize it. The reactants are: [CH3:1][C:2]1[C:6]2[N:7]=[C:8]([C:17]3[CH:18]=[CH:19][C:20]([NH2:23])=[N:21][CH:22]=3)[N:9]=[C:10]([N:11]3[CH2:16][CH2:15][O:14][CH2:13][CH2:12]3)[C:5]=2[S:4][C:3]=1[C:24]1[CH:29]=[CH:28][CH:27]=[C:26]([S:30]([CH3:33])(=[O:32])=[O:31])[CH:25]=1.[CH3:34][O:35][CH2:36][C:37](Cl)=[O:38]. (3) Given the product [CH3:2][O:7][C:6](=[O:8])[CH2:5][C:4](=[O:9])[CH2:19][C:18]([F:24])([F:23])[F:17], predict the reactants needed to synthesize it. The reactants are: C[C:2]1(C)[O:7][C:6](=[O:8])[CH2:5][C:4](=[O:9])O1.N1C=CC=CC=1.[F:17][C:18]([F:24])([F:23])[CH2:19]C(Cl)=O.